Dataset: Full USPTO retrosynthesis dataset with 1.9M reactions from patents (1976-2016). Task: Predict the reactants needed to synthesize the given product. The reactants are: [NH2:1][CH2:2][CH:3]1[CH2:8][C:7]([F:10])([F:9])[CH2:6][CH2:5][N:4]1[C:11]([C:13]1[CH:18]=[C:17]([CH3:19])[CH:16]=[CH:15][C:14]=1[N:20]1[N:24]=[CH:23][CH:22]=[N:21]1)=[O:12].Br[C:26]1[CH:31]=[CH:30][C:29]([Cl:32])=[CH:28][N:27]=1. Given the product [Cl:32][C:29]1[CH:30]=[CH:31][C:26]([NH:1][CH2:2][CH:3]2[CH2:8][C:7]([F:10])([F:9])[CH2:6][CH2:5][N:4]2[C:11]([C:13]2[CH:18]=[C:17]([CH3:19])[CH:16]=[CH:15][C:14]=2[N:20]2[N:24]=[CH:23][CH:22]=[N:21]2)=[O:12])=[N:27][CH:28]=1, predict the reactants needed to synthesize it.